This data is from Forward reaction prediction with 1.9M reactions from USPTO patents (1976-2016). The task is: Predict the product of the given reaction. (1) Given the reactants CC(OI1(OC(C)=O)(OC(C)=O)OC(=O)C2C=CC=CC1=2)=O.[F:23][C:24]([F:63])([CH2:60][CH2:61][CH3:62])[CH2:25][C@H:26]([NH:51][C:52]([N:54]1[CH2:59][CH2:58][O:57][CH2:56][CH2:55]1)=[O:53])[C:27](=[O:50])[NH:28][C@H:29]([CH:32]([OH:49])[C:33]1[O:34][C:35]([C:38]2[CH:43]=[CH:42][C:41]([O:44][C:45]([F:48])([F:47])[F:46])=[CH:40][CH:39]=2)=[N:36][N:37]=1)[CH2:30][CH3:31].[O-]S([O-])(=S)=O.[Na+].[Na+], predict the reaction product. The product is: [F:63][C:24]([F:23])([CH2:60][CH2:61][CH3:62])[CH2:25][C@H:26]([NH:51][C:52]([N:54]1[CH2:55][CH2:56][O:57][CH2:58][CH2:59]1)=[O:53])[C:27](=[O:50])[NH:28][C@H:29]([C:32]([C:33]1[O:34][C:35]([C:38]2[CH:43]=[CH:42][C:41]([O:44][C:45]([F:46])([F:47])[F:48])=[CH:40][CH:39]=2)=[N:36][N:37]=1)=[O:49])[CH2:30][CH3:31]. (2) Given the reactants [Cl:1][C:2]1[CH:7]=[CH:6][C:5]([S:8][C:9]2[C:17]3[C:16]([CH:18]([OH:20])[CH3:19])=[CH:15][C:14]([F:21])=[CH:13][C:12]=3[N:11]3[CH2:22][CH2:23][CH:24]([CH2:25][C:26]([OH:28])=[O:27])[C:10]=23)=[CH:4][CH:3]=1.[CH3:29]COCC, predict the reaction product. The product is: [Cl:1][C:2]1[CH:7]=[CH:6][C:5]([S:8][C:9]2[C:17]3[C:16]([CH:18]([OH:20])[CH3:19])=[CH:15][C:14]([F:21])=[CH:13][C:12]=3[N:11]3[CH2:22][CH2:23][CH:24]([CH2:25][C:26]([O:28][CH3:29])=[O:27])[C:10]=23)=[CH:4][CH:3]=1. (3) The product is: [CH2:34]([N:31]([CH2:32][CH3:33])[CH2:30][CH2:29][CH2:28][CH:26]([NH:25][C:20]1[N:19]=[CH:18][C:17]2[C:22](=[CH:23][CH:24]=[C:15]([C:14]3[C:9](=[O:8])[NH:10][CH:11]=[CH:12][C:13]=3[CH3:36])[CH:16]=2)[N:21]=1)[CH3:27])[CH3:35]. Given the reactants C([O:8][C:9]1[C:14]([C:15]2[CH:16]=[C:17]3[C:22](=[CH:23][CH:24]=2)[N:21]=[C:20]([NH:25][CH:26]([CH2:28][CH2:29][CH2:30][N:31]([CH2:34][CH3:35])[CH2:32][CH3:33])[CH3:27])[N:19]=[CH:18]3)=[C:13]([CH3:36])[CH:12]=[CH:11][N:10]=1)C1C=CC=CC=1, predict the reaction product. (4) Given the reactants [CH2:1]([N:8]1[C:20]2[CH:19]=[C:18]3[CH:21]=[CH:22][CH:23]=[CH:24][C:17]3=[C:16]([OH:25])[C:15]=2[C:14]2[C:13]([C:26]([NH2:28])=[O:27])=[CH:12][CH:11]=[CH:10][C:9]1=2)[C:2]1[CH:7]=[CH:6][CH:5]=[CH:4][CH:3]=1.Br[CH2:30][C:31]([O:33][CH3:34])=[O:32].C(=O)([O-])[O-].[Cs+].[Cs+], predict the reaction product. The product is: [CH2:1]([N:8]1[C:20]2[CH:19]=[C:18]3[CH:21]=[CH:22][CH:23]=[CH:24][C:17]3=[C:16]([O:25][CH2:30][C:31]([O:33][CH3:34])=[O:32])[C:15]=2[C:14]2[C:9]1=[CH:10][CH:11]=[CH:12][C:13]=2[C:26](=[O:27])[NH2:28])[C:2]1[CH:3]=[CH:4][CH:5]=[CH:6][CH:7]=1.